From a dataset of Forward reaction prediction with 1.9M reactions from USPTO patents (1976-2016). Predict the product of the given reaction. (1) Given the reactants [F:1][C:2]1[CH:7]=[CH:6][CH:5]=[CH:4][C:3]=1[NH:8][C:9](=[O:17])[C:10]1[CH:15]=[CH:14][CH:13]=[CH:12][C:11]=1[NH2:16].[N:18]1[CH:23]=[CH:22][C:21]([N:24]2[CH2:32][CH2:31][CH:27]([C:28]([Cl:30])=[O:29])[CH2:26][CH2:25]2)=[CH:20][CH:19]=1, predict the reaction product. The product is: [ClH:30].[N:18]1[CH:23]=[CH:22][C:21]([N:24]2[CH2:25][CH2:26][CH:27]([C:28]([NH:16][C:11]3[CH:12]=[CH:13][CH:14]=[CH:15][C:10]=3[C:9]([NH:8][C:3]3[CH:4]=[CH:5][CH:6]=[CH:7][C:2]=3[F:1])=[O:17])=[O:29])[CH2:31][CH2:32]2)=[CH:20][CH:19]=1. (2) Given the reactants [Cl:1][C:2]1[CH:7]=[CH:6][C:5]([C:8]2[C:17]3[C:12](=[CH:13][C:14](OS(C(F)(F)F)(=O)=O)=[CH:15][CH:16]=3)[CH:11]=[C:10]([CH3:26])[C:9]=2[C@H:27]([OH:33])[C:28]([O:30]CC)=[O:29])=[CH:4][CH:3]=1.[BH4-].[Na+].BrC1C=[C:45]2[C:40]([CH:41]=C(C)C(C(=O)C(OCC)=O)=C2C2C=CC(Cl)=CC=2)=[CH:39]C=1.[CH3:62][C:63]([OH:67])([C:65]#[CH:66])[CH3:64], predict the reaction product. The product is: [C:40]([O:33][C@@H:27]([C:9]1[C:10]([CH3:26])=[CH:11][C:12]2[C:17](=[CH:16][C:15]([C:66]#[C:65][C:63]([OH:67])([CH3:64])[CH3:62])=[CH:14][CH:13]=2)[C:8]=1[C:5]1[CH:6]=[CH:7][C:2]([Cl:1])=[CH:3][CH:4]=1)[C:28]([OH:30])=[O:29])([CH3:45])([CH3:41])[CH3:39]. (3) Given the reactants Br[C:2]1[CH:3]=[C:4]([NH:22][CH2:23][C:24]2[CH:25]=[N:26][CH:27]=[CH:28][CH:29]=2)[CH:5]=[C:6]2[C:11]=1[N:10]=[CH:9][C:8]([C:12]#[N:13])=[C:7]2[NH:14][C:15]1[CH:20]=[CH:19][CH:18]=[C:17]([Cl:21])[CH:16]=1.[C:30]([NH2:38])(=[O:37])[C:31]1[CH:36]=[CH:35][CH:34]=[CH:33][CH:32]=1.[O-]P([O-])([O-])=O.[K+].[K+].[K+], predict the reaction product. The product is: [Cl:21][C:17]1[CH:16]=[C:15]([NH:14][C:7]2[C:6]3[C:11](=[C:2]([NH:38][C:30](=[O:37])[C:31]4[CH:36]=[CH:35][CH:34]=[CH:33][CH:32]=4)[CH:3]=[C:4]([NH:22][CH2:23][C:24]4[CH:25]=[N:26][CH:27]=[CH:28][CH:29]=4)[CH:5]=3)[N:10]=[CH:9][C:8]=2[C:12]#[N:13])[CH:20]=[CH:19][CH:18]=1. (4) Given the reactants [CH2:1]([Mg]Br)[CH3:2].[Br:5][C:6]1[CH:15]=[CH:14][C:9]([C:10]([O:12]C)=O)=[CH:8][CH:7]=1.[CH2:16]1COC[CH2:17]1, predict the reaction product. The product is: [Br:5][C:6]1[CH:7]=[CH:8][C:9]([C:10]([OH:12])([CH2:1][CH3:2])[CH2:16][CH3:17])=[CH:14][CH:15]=1. (5) Given the reactants [C:1]1([S:7]([N:10]2[C:18]3[C:13](=[CH:14][CH:15]=[CH:16][CH:17]=3)[C:12](B3OC(C)(C)C(C)(C)O3)=[CH:11]2)(=[O:9])=[O:8])[CH:6]=[CH:5][CH:4]=[CH:3][CH:2]=1.Br[C:29]1[NH:30][CH:31]=[CH:32][N:33]=1.C([O-])([O-])=O.[Na+].[Na+].O1CCOCC1, predict the reaction product. The product is: [C:1]1([S:7]([N:10]2[C:18]3[C:13](=[CH:14][CH:15]=[CH:16][CH:17]=3)[C:12]([C:29]3[NH:30][CH:31]=[CH:32][N:33]=3)=[CH:11]2)(=[O:8])=[O:9])[CH:6]=[CH:5][CH:4]=[CH:3][CH:2]=1. (6) Given the reactants Cl[C:2]1[N:10]=[C:9](Cl)[CH:8]=[CH:7][C:3]=1[C:4]([NH2:6])=[O:5].[C:12]([NH:20][C:21]1[CH:26]=[CH:25][C:24]([OH:27])=[CH:23][CH:22]=1)(=[O:19])[C:13]1[CH:18]=[CH:17][CH:16]=[CH:15][CH:14]=1.C(O[C:33](=[O:40])[NH:34][C@H:35]1[CH2:39][CH2:38][NH:37][CH2:36]1)(C)(C)C.[C:41](O)(=O)[CH:42]=C.CO.C(Cl)(Cl)(Cl)Cl, predict the reaction product. The product is: [C:33]([NH:34][C@H:35]1[CH2:39][CH2:38][N:37]([C:9]2[CH:8]=[CH:7][C:3]([C:4]([NH2:6])=[O:5])=[C:2]([O:27][C:24]3[CH:23]=[CH:22][C:21]([NH:20][C:12](=[O:19])[C:13]4[CH:14]=[CH:15][CH:16]=[CH:17][CH:18]=4)=[CH:26][CH:25]=3)[N:10]=2)[CH2:36]1)(=[O:40])[CH:41]=[CH2:42]. (7) Given the reactants [Br-].[CH2:2]([Zn+])[C:3]1[CH:8]=[CH:7][CH:6]=[CH:5][CH:4]=1.[CH:10]1([C:16](Cl)=[O:17])[CH2:15][CH2:14][CH2:13][CH2:12][CH2:11]1, predict the reaction product. The product is: [CH:10]1([C:16]([CH2:2][C:3]2[CH:8]=[CH:7][CH:6]=[CH:5][CH:4]=2)=[O:17])[CH2:15][CH2:14][CH2:13][CH2:12][CH2:11]1. (8) Given the reactants I[C:2]1[C:10]2[C:5](=[N:6][CH:7]=[C:8]([O:11][CH3:12])[CH:9]=2)[N:4]([Si](C(C)C)(C(C)C)C(C)C)[CH:3]=1.C([Mg]Cl)(C)C.C(OC(=O)[N:34]([CH2:44][C:45]1[CH:50]=[CH:49][CH:48]=[CH:47][C:46]=1[Cl:51])[C:35]1[CH:40]=[CH:39][C:38]([CH:41]=O)=[C:37]([F:43])[N:36]=1)(C)(C)C.[Cl-].[NH4+], predict the reaction product. The product is: [Cl:51][C:46]1[CH:47]=[CH:48][CH:49]=[CH:50][C:45]=1[CH2:44][NH:34][C:35]1[CH:40]=[CH:39][C:38]([CH2:41][C:2]2[C:10]3[C:5](=[N:6][CH:7]=[C:8]([O:11][CH3:12])[CH:9]=3)[NH:4][CH:3]=2)=[C:37]([F:43])[N:36]=1. (9) Given the reactants [C:1]([O:5][C:6]([N:8]1[CH:21]([C:22]([OH:24])=[O:23])[CH2:20][C:19]2[CH:18]=[C:17]3[C:12]([O:13][C@@H:14]([C:26]4[CH:31]=[CH:30][C:29]([O:32]CC5C=CC(Cl)=C(Cl)C=5)=[CH:28][CH:27]=4)[C:15](=[O:25])[NH:16]3)=[CH:11][C:10]=2[CH2:9]1)=[O:7])([CH3:4])([CH3:3])[CH3:2], predict the reaction product. The product is: [C:1]([O:5][C:6]([N:8]1[CH:21]([C:22]([OH:24])=[O:23])[CH2:20][C:19]2[CH:18]=[C:17]3[C:12]([O:13][C@@H:14]([C:26]4[CH:31]=[CH:30][C:29]([OH:32])=[CH:28][CH:27]=4)[C:15](=[O:25])[NH:16]3)=[CH:11][C:10]=2[CH2:9]1)=[O:7])([CH3:4])([CH3:2])[CH3:3]. (10) The product is: [Br:1][C:2]1[CH:7]=[CH:6][C:5]([Cl:8])=[CH:4][C:3]=1[CH2:9][C:10]1[N:20]=[N:21][NH:22][N:11]=1. Given the reactants [Br:1][C:2]1[CH:7]=[CH:6][C:5]([Cl:8])=[CH:4][C:3]=1[CH2:9][C:10]#[N:11].Cl.C(N(CC)CC)C.[N-:20]=[N+:21]=[N-:22].[Na+].Cl, predict the reaction product.